From a dataset of NCI-60 drug combinations with 297,098 pairs across 59 cell lines. Regression. Given two drug SMILES strings and cell line genomic features, predict the synergy score measuring deviation from expected non-interaction effect. Cell line: HCC-2998. Synergy scores: CSS=11.3, Synergy_ZIP=-1.57, Synergy_Bliss=1.13, Synergy_Loewe=-0.890, Synergy_HSA=-1.06. Drug 1: CC(C1=C(C=CC(=C1Cl)F)Cl)OC2=C(N=CC(=C2)C3=CN(N=C3)C4CCNCC4)N. Drug 2: C1=NC(=NC(=O)N1C2C(C(C(O2)CO)O)O)N.